Regression. Given a peptide amino acid sequence and an MHC pseudo amino acid sequence, predict their binding affinity value. This is MHC class I binding data. From a dataset of Peptide-MHC class I binding affinity with 185,985 pairs from IEDB/IMGT. (1) The MHC is HLA-C15:02 with pseudo-sequence HLA-C15:02. The binding affinity (normalized) is 0.0847. The peptide sequence is YLREHIRAM. (2) The peptide sequence is YTCNKPYTA. The MHC is HLA-A02:06 with pseudo-sequence HLA-A02:06. The binding affinity (normalized) is 0.411.